Dataset: Full USPTO retrosynthesis dataset with 1.9M reactions from patents (1976-2016). Task: Predict the reactants needed to synthesize the given product. (1) Given the product [Br:1][C:2]1[CH:3]=[C:4]([CH2:17][Cl:21])[C:5]([N:8]([CH:11]2[CH2:16][CH2:15][CH2:14][CH2:13][CH2:12]2)[CH2:9][CH3:10])=[N:6][CH:7]=1, predict the reactants needed to synthesize it. The reactants are: [Br:1][C:2]1[CH:3]=[C:4]([CH2:17]O)[C:5]([N:8]([CH:11]2[CH2:16][CH2:15][CH2:14][CH2:13][CH2:12]2)[CH2:9][CH3:10])=[N:6][CH:7]=1.O=S(Cl)[Cl:21]. (2) Given the product [NH2:15][C:10]1[CH:9]=[C:8]2[C:13](=[CH:12][C:11]=1[CH3:14])[N:4]([CH2:3][CH:2]([F:24])[F:1])[C:5](=[O:23])[CH2:6][CH2:7]2, predict the reactants needed to synthesize it. The reactants are: [F:1][CH:2]([F:24])[CH2:3][N:4]1[C:13]2[C:8](=[CH:9][C:10]([NH:15]C(=O)OC(C)(C)C)=[C:11]([CH3:14])[CH:12]=2)[CH2:7][CH2:6][C:5]1=[O:23].Cl.O1CCOCC1.C(=O)([O-])O.[Na+]. (3) Given the product [C:1]([O-:13])(=[O:12])[CH2:2][C:3]([CH2:8][C:9]([O-:11])=[O:10])([C:5]([O-:7])=[O:6])[OH:4].[Al+3:15], predict the reactants needed to synthesize it. The reactants are: [C:1]([OH:13])(=[O:12])[CH2:2][C:3]([CH2:8][C:9]([OH:11])=[O:10])([C:5]([OH:7])=[O:6])[OH:4].O=[Al-:15]=O.[Na+].